From a dataset of Catalyst prediction with 721,799 reactions and 888 catalyst types from USPTO. Predict which catalyst facilitates the given reaction. (1) Reactant: [CH:1]([CH2:3][P:4](=[O:11])([O:8][CH2:9][CH3:10])[O:5][CH2:6][CH3:7])=O.[C:12]1([C@H:22]([NH2:24])[CH3:23])[C:21]2[C:16](=[CH:17][CH:18]=[CH:19][CH:20]=2)[CH:15]=[CH:14][CH:13]=1. Product: [C:12]1([C@H:22]([NH:24][CH:1]=[CH:3][P:4](=[O:11])([O:8][CH2:9][CH3:10])[O:5][CH2:6][CH3:7])[CH3:23])[C:21]2[C:16](=[CH:17][CH:18]=[CH:19][CH:20]=2)[CH:15]=[CH:14][CH:13]=1. The catalyst class is: 8. (2) Reactant: [Cl:1][CH2:2][C:3]1[CH:4]=[CH:5][C:6]2[S:11][C:10]3[N:12]=[CH:13][CH:14]=[N:15][C:9]=3[N:8](COC)[C:7]=2[CH:19]=1.Cl. Product: [Cl:1][CH2:2][C:3]1[CH:4]=[CH:5][C:6]2[S:11][C:10]3[N:12]=[CH:13][CH:14]=[N:15][C:9]=3[NH:8][C:7]=2[CH:19]=1. The catalyst class is: 7. (3) Reactant: [H-].[Al+3].[Li+].[H-].[H-].[H-].C[O:8][C:9]([CH:11]1[CH2:15][CH:14]([NH:16][C:17]([C:19]2[CH:20]=[CH:21][C:22]3[S:27][CH2:26][C:25](=[O:28])[NH:24][C:23]=3[CH:29]=2)=[O:18])[CH2:13][N:12]1[CH2:30][CH:31]1[CH2:44][C:43]2[C:42]3[C:37](=[CH:38][CH:39]=[C:40]([O:45][CH3:46])[CH:41]=3)[N:36]=[CH:35][C:34]=2[S:33][CH2:32]1)=O. Product: [OH:8][CH2:9][CH:11]1[N:12]([CH2:30][CH:31]2[CH2:44][C:43]3[C:42]4[C:37](=[CH:38][CH:39]=[C:40]([O:45][CH3:46])[CH:41]=4)[N:36]=[CH:35][C:34]=3[S:33][CH2:32]2)[CH2:13][CH:14]([NH:16][C:17]([C:19]2[CH:20]=[CH:21][C:22]3[S:27][CH2:26][C:25](=[O:28])[NH:24][C:23]=3[CH:29]=2)=[O:18])[CH2:15]1. The catalyst class is: 7. (4) Reactant: C(O[BH-](OC(=O)C)OC(=O)C)(=O)C.[Na+].[CH3:15][O:16][C:17]1[N:22]=[C:21]([NH2:23])[CH:20]=[CH:19][CH:18]=1.[OH:24][C:25]1[CH:32]=[CH:31][CH:30]=[CH:29][C:26]=1[CH:27]=O. Product: [CH3:15][O:16][C:17]1[N:22]=[C:21]([NH:23][CH2:27][C:26]2[CH:29]=[CH:30][CH:31]=[CH:32][C:25]=2[OH:24])[CH:20]=[CH:19][CH:18]=1. The catalyst class is: 7. (5) Reactant: [F:1][C:2]1[CH:7]=[CH:6][CH:5]=[CH:4][C:3]=1[C:8]1[CH:13]=[CH:12][C:11]([C:14]([OH:16])=[O:15])=[C:10]([NH:17]N)[CH:9]=1.[C:19]1(=O)[CH2:24][CH2:23][CH2:22][CH2:21][CH2:20]1. Product: [F:1][C:2]1[CH:7]=[CH:6][CH:5]=[CH:4][C:3]=1[C:8]1[CH:13]=[CH:12][C:11]([C:14]([OH:16])=[O:15])=[C:10]2[C:9]=1[C:19]1[CH2:24][CH2:23][CH2:22][CH2:21][C:20]=1[NH:17]2. The catalyst class is: 15.